Predict the reactants needed to synthesize the given product. From a dataset of Full USPTO retrosynthesis dataset with 1.9M reactions from patents (1976-2016). (1) Given the product [CH2:1]([N:5]([S:15]([C:18]1[CH:23]=[CH:22][C:21]([N+:24]([O-:26])=[O:25])=[CH:20][CH:19]=1)(=[O:17])=[O:16])[C@H:6]([C:12]([OH:14])=[O:13])[CH2:7][CH2:8][CH2:9][CH2:10][NH:11][C:35](=[O:36])[CH2:34][O:27][C:28]1[CH:33]=[CH:32][CH:31]=[CH:30][CH:29]=1)[CH:2]([CH3:4])[CH3:3], predict the reactants needed to synthesize it. The reactants are: [CH2:1]([N:5]([S:15]([C:18]1[CH:23]=[CH:22][C:21]([N+:24]([O-:26])=[O:25])=[CH:20][CH:19]=1)(=[O:17])=[O:16])[C@H:6]([C:12]([OH:14])=[O:13])[CH2:7][CH2:8][CH2:9][CH2:10][NH2:11])[CH:2]([CH3:4])[CH3:3].[O:27]([CH2:34][C:35](Cl)=[O:36])[C:28]1[CH:33]=[CH:32][CH:31]=[CH:30][CH:29]=1. (2) The reactants are: Br[C:2]1[CH:3]=[C:4]([N:8]2[C:12]([CH3:13])=[C:11]([C:14]([N:16]3[CH2:20][CH2:19][CH:18]([N:21]([CH2:24][CH3:25])[CH2:22][CH3:23])[CH2:17]3)=[O:15])[C:10]([CH3:26])=[N:9]2)[CH:5]=[CH:6][CH:7]=1.[CH:27]1(/[CH:33]=[CH:34]/B(O)O)[CH2:32][CH2:31][CH2:30][CH2:29][CH2:28]1. Given the product [CH:27]1(/[CH:33]=[CH:34]/[C:2]2[CH:3]=[C:4]([N:8]3[C:12]([CH3:13])=[C:11]([C:14]([N:16]4[CH2:20][CH2:19][CH:18]([N:21]([CH2:24][CH3:25])[CH2:22][CH3:23])[CH2:17]4)=[O:15])[C:10]([CH3:26])=[N:9]3)[CH:5]=[CH:6][CH:7]=2)[CH2:32][CH2:31][CH2:30][CH2:29][CH2:28]1, predict the reactants needed to synthesize it. (3) Given the product [Br:1][C:2]1[C:3]2[O:18][C:9]([N:11]3[CH2:12][CH2:13][O:14][CH2:15][CH2:16]3)=[CH:8][C:7](=[O:17])[C:4]=2[S:5][CH:6]=1, predict the reactants needed to synthesize it. The reactants are: [Br:1][C:2]1[C:3]([OH:18])=[C:4]([C:7](=[O:17])[CH2:8][C:9]([N:11]2[CH2:16][CH2:15][O:14][CH2:13][CH2:12]2)=O)[S:5][CH:6]=1.FC(F)(F)S(OS(C(F)(F)F)(=O)=O)(=O)=O. (4) Given the product [NH:28]1[C:29]2[C:25](=[CH:24][C:23]([O:22][C:2]3[CH:12]=[C:11]([F:13])[CH:10]=[CH:9][C:3]=3[C:4]([O:6][CH2:7][CH3:8])=[O:5])=[CH:31][CH:30]=2)[CH:26]=[CH:27]1, predict the reactants needed to synthesize it. The reactants are: F[C:2]1[CH:12]=[C:11]([F:13])[CH:10]=[CH:9][C:3]=1[C:4]([O:6][CH2:7][CH3:8])=[O:5].[O-]P([O-])([O-])=O.[K+].[K+].[K+].[OH:22][C:23]1[CH:24]=[C:25]2[C:29](=[CH:30][CH:31]=1)[NH:28][CH:27]=[CH:26]2.CCOCC.